The task is: Predict the product of the given reaction.. This data is from Forward reaction prediction with 1.9M reactions from USPTO patents (1976-2016). (1) Given the reactants C1(O)C=CC=CC=1.[C:8]([O:12][C:13](=[O:39])[CH2:14][N:15]([C:24]1[CH:29]=[CH:28][C:27](Br)=[CH:26][C:25]=1[O:31][CH2:32][C:33]1[CH:38]=[CH:37][CH:36]=[CH:35][CH:34]=1)[CH2:16][C:17]([O:19][C:20]([CH3:23])([CH3:22])[CH3:21])=[O:18])([CH3:11])([CH3:10])[CH3:9].C(OC(C(NC1C=CC([C:67]2([OH:97])[C:80]3[CH:79]=[C:78]([F:81])[C:77]([O:82][CH2:83][O:84][CH2:85][CH2:86][O:87][CH3:88])=[CH:76][C:75]=3[O:74][C:73]3[C:68]2=[CH:69][C:70]([F:96])=[C:71]([O:89][CH2:90][O:91][CH2:92][CH2:93][O:94][CH3:95])[CH:72]=3)=CC=1OCC(O)=O)C(OC(C)(C)C)=O)=O)(C)(C)C.NC1C=CC=CC=1O.N(CC(O)=O)CC(O)=O, predict the reaction product. The product is: [C:8]([O:12][C:13](=[O:39])[CH2:14][N:15]([C:24]1[CH:29]=[CH:28][C:27]([C:67]2([OH:97])[C:68]3[CH:69]=[C:70]([F:96])[C:71]([O:89][CH2:90][O:91][CH2:92][CH2:93][O:94][CH3:95])=[CH:72][C:73]=3[O:74][C:75]3[C:80]2=[CH:79][C:78]([F:81])=[C:77]([O:82][CH2:83][O:84][CH2:85][CH2:86][O:87][CH3:88])[CH:76]=3)=[CH:26][C:25]=1[O:31][CH2:32][C:33]1[CH:38]=[CH:37][CH:36]=[CH:35][CH:34]=1)[CH2:16][C:17]([O:19][C:20]([CH3:23])([CH3:22])[CH3:21])=[O:18])([CH3:11])([CH3:10])[CH3:9]. (2) Given the reactants Cl.[CH3:2][O:3][C:4]1[C:12]2[O:11][C:10]([CH3:14])([CH3:13])[CH2:9][C:8]=2[C:7]([CH3:15])=[C:6]([NH2:16])[C:5]=1[CH3:17].Cl[CH2:19][CH2:20][N:21]([CH2:30][CH2:31]Cl)[C:22]1[CH:27]=[CH:26][C:25]([O:28][CH3:29])=[CH:24][CH:23]=1.C(=O)([O-])[O-].[K+].[K+].[I-].[Na+], predict the reaction product. The product is: [CH3:29][O:28][C:25]1[CH:26]=[CH:27][C:22]([N:21]2[CH2:20][CH2:19][N:16]([C:6]3[C:5]([CH3:17])=[C:4]([O:3][CH3:2])[C:12]4[O:11][C:10]([CH3:13])([CH3:14])[CH2:9][C:8]=4[C:7]=3[CH3:15])[CH2:31][CH2:30]2)=[CH:23][CH:24]=1. (3) Given the reactants COC([C:5]1[C:6]2[N:7]([CH:11]=[C:12]([C:14]3[CH:19]=[CH:18][C:17]([F:20])=[CH:16][C:15]=3[F:21])[N:13]=2)[CH:8]=[CH:9][N:10]=1)=O.CO.Cl.C([O-])(O)=O.[Na+], predict the reaction product. The product is: [F:21][C:15]1[CH:16]=[C:17]([F:20])[CH:18]=[CH:19][C:14]=1[C:12]1[N:13]=[C:6]2[CH:5]=[N:10][CH:9]=[CH:8][N:7]2[CH:11]=1. (4) Given the reactants [Cl:1][C:2]1[C:10]2[N:9]=[C:8]3[N:11]([C:15]4[C:16]([CH3:23])=[N:17][C:18]([O:21][CH3:22])=[CH:19][CH:20]=4)[CH2:12][CH2:13][CH2:14][N:7]3[C:6]=2[C:5]([CH:24]([OH:29])[C:25]([F:28])([F:27])[F:26])=[CH:4][CH:3]=1.[H-].[Na+].[CH2:32](I)[CH3:33], predict the reaction product. The product is: [Cl:1][C:2]1[C:10]2[N:9]=[C:8]3[N:11]([C:15]4[C:16]([CH3:23])=[N:17][C:18]([O:21][CH3:22])=[CH:19][CH:20]=4)[CH2:12][CH2:13][CH2:14][N:7]3[C:6]=2[C:5]([CH:24]([O:29][CH2:32][CH3:33])[C:25]([F:26])([F:28])[F:27])=[CH:4][CH:3]=1. (5) Given the reactants [NH2:1][C:2]1[C:3](NC(OC)=O)=[N:4][C:5]([Cl:9])=[C:6]([NH2:8])[N:7]=1.[Li+].[OH-:16].Cl.C1[CH2:22][O:21]CC1.CO, predict the reaction product. The product is: [NH2:1][C:2]1[C:3]([C:22]([OH:21])=[O:16])=[N:4][C:5]([Cl:9])=[C:6]([NH2:8])[N:7]=1. (6) Given the reactants [Cl:1][C:2]1[CH:3]=[C:4]([C:11]2[CH:15]=[CH:14][N:13]([CH2:16][C@@H:17]([NH:19][C:20]([C:22]3[CH:26]=[C:25]([C:27]([OH:30])([CH3:29])[CH3:28])[O:24][N:23]=3)=[O:21])[CH3:18])[N:12]=2)[CH:5]=[C:6](F)[C:7]=1[C:8]#[N:9].[C:31](=O)([O-])[O-:32].[Cs+].[Cs+], predict the reaction product. The product is: [Cl:1][C:2]1[CH:3]=[C:4]([C:11]2[CH:15]=[CH:14][N:13]([CH2:16][C@@H:17]([NH:19][C:20]([C:22]3[CH:26]=[C:25]([C:27]([OH:30])([CH3:29])[CH3:28])[O:24][N:23]=3)=[O:21])[CH3:18])[N:12]=2)[CH:5]=[C:6]([O:32][CH3:31])[C:7]=1[C:8]#[N:9].